From a dataset of Full USPTO retrosynthesis dataset with 1.9M reactions from patents (1976-2016). Predict the reactants needed to synthesize the given product. (1) Given the product [F:1][C:2]1[CH:7]=[CH:6][CH:5]=[C:4]([F:8])[C:3]=1[C:9]1[NH:10][C:11]2[C:16]([CH:17]=1)=[CH:15][C:14]([C:28]1[CH:33]=[CH:32][C:31]([O:34][C:35]([F:36])([F:37])[F:38])=[CH:30][C:29]=1[CH3:39])=[CH:13][CH:12]=2, predict the reactants needed to synthesize it. The reactants are: [F:1][C:2]1[CH:7]=[CH:6][CH:5]=[C:4]([F:8])[C:3]=1[C:9]1[NH:10][C:11]2[C:16]([CH:17]=1)=[CH:15][C:14](B1OC(C)(C)C(C)(C)O1)=[CH:13][CH:12]=2.Br[C:28]1[CH:33]=[CH:32][C:31]([O:34][C:35]([F:38])([F:37])[F:36])=[CH:30][C:29]=1[CH3:39]. (2) Given the product [F:16][C:17]1[CH:22]=[CH:21][C:20]([O:23][C:2]2[CH:3]=[C:4]([S:8]([CH2:11][CH2:12][CH2:13][CH2:14][OH:15])(=[O:10])=[O:9])[CH:5]=[CH:6][CH:7]=2)=[CH:19][C:18]=1[C:24]1[C:33]2[C:28](=[C:29]([C:34]([F:36])([F:35])[F:37])[CH:30]=[CH:31][CH:32]=2)[N:27]=[CH:26][N:25]=1, predict the reactants needed to synthesize it. The reactants are: Br[C:2]1[CH:3]=[C:4]([S:8]([CH2:11][CH2:12][CH2:13][CH2:14][OH:15])(=[O:10])=[O:9])[CH:5]=[CH:6][CH:7]=1.[F:16][C:17]1[CH:22]=[CH:21][C:20]([OH:23])=[CH:19][C:18]=1[C:24]1[C:33]2[C:28](=[C:29]([C:34]([F:37])([F:36])[F:35])[CH:30]=[CH:31][CH:32]=2)[N:27]=[CH:26][N:25]=1. (3) Given the product [CH3:23][O:22][C:15]1[CH:16]=[CH:17][C:18]([C:20]#[N:21])=[CH:19][C:14]=1[NH:13][C:11]1[S:12][C:8]2[CH:7]=[CH:6][C:5]3[O:1][CH:2]=[N:3][C:4]=3[C:9]=2[N:10]=1, predict the reactants needed to synthesize it. The reactants are: [O:1]1[C:5]2[CH:6]=[CH:7][CH:8]=[C:9]([NH:10][C:11]([NH:13][C:14]3[CH:19]=[C:18]([C:20]#[N:21])[CH:17]=[CH:16][C:15]=3[O:22][CH3:23])=[S:12])[C:4]=2[N:3]=[CH:2]1.Cl. (4) Given the product [O:1]1[C:5]2[CH:6]=[CH:7][C:8]([C:10]3[N:11]=[C:12]([C:21]4[CH:22]=[CH:23][C:24]([O:27][CH2:31][C:32]#[N:33])=[CH:25][CH:26]=4)[NH:13][C:14]=3[C:15]3[CH:20]=[CH:19][CH:18]=[CH:17][N:16]=3)=[CH:9][C:4]=2[O:3][CH2:2]1, predict the reactants needed to synthesize it. The reactants are: [O:1]1[C:5]2[CH:6]=[CH:7][C:8]([C:10]3[N:11]=[C:12]([C:21]4[CH:26]=[CH:25][C:24]([OH:27])=[CH:23][CH:22]=4)[NH:13][C:14]=3[C:15]3[CH:20]=[CH:19][CH:18]=[CH:17][N:16]=3)=[CH:9][C:4]=2[O:3][CH2:2]1.[H-].[Na+].Br[CH2:31][C:32]#[N:33].[Cl-].[NH4+].